Dataset: Forward reaction prediction with 1.9M reactions from USPTO patents (1976-2016). Task: Predict the product of the given reaction. (1) Given the reactants [F:1][C:2]1[C:10]([O:11][CH3:12])=[CH:9][CH:8]=[CH:7][C:3]=1[C:4]([OH:6])=O.[F:13][C:14]1([F:29])[CH2:19][CH2:18][C:17]([CH2:27][NH2:28])([C:20]2[CH:21]=[N:22][C:23]([F:26])=[CH:24][CH:25]=2)[CH2:16][CH2:15]1, predict the reaction product. The product is: [F:29][C:14]1([F:13])[CH2:15][CH2:16][C:17]([CH2:27][NH:28][C:4](=[O:6])[C:3]2[CH:7]=[CH:8][CH:9]=[C:10]([O:11][CH3:12])[C:2]=2[F:1])([C:20]2[CH:21]=[N:22][C:23]([F:26])=[CH:24][CH:25]=2)[CH2:18][CH2:19]1. (2) Given the reactants [F:1][C:2]1([F:40])[CH2:5][C:4]([NH:32]C(=O)OC(C)(C)C)([C:6]2[CH:11]=[CH:10][C:9]([C:12]3[C:21]([C:22]4[CH:27]=[CH:26][CH:25]=[CH:24][CH:23]=4)=[CH:20][C:19]4[C:18]5=[N:28][N:29]=[C:30]([OH:31])[N:17]5[CH:16]=[CH:15][C:14]=4[N:13]=3)=[CH:8][CH:7]=2)[CH2:3]1.C(O)(C(F)(F)F)=O, predict the reaction product. The product is: [NH2:32][C:4]1([C:6]2[CH:7]=[CH:8][C:9]([C:12]3[C:21]([C:22]4[CH:27]=[CH:26][CH:25]=[CH:24][CH:23]=4)=[CH:20][C:19]4[C:18]5=[N:28][N:29]=[C:30]([OH:31])[N:17]5[CH:16]=[CH:15][C:14]=4[N:13]=3)=[CH:10][CH:11]=2)[CH2:5][C:2]([F:1])([F:40])[CH2:3]1. (3) Given the reactants [C:1]([C:3]1[C:4]([N:21]2[CH2:26][CH2:25][CH:24]([C:27](O)=[O:28])[CH2:23][CH2:22]2)=[N:5][C:6]([CH2:14][N:15]2[CH2:19][CH2:18][CH2:17][C:16]2=[O:20])=[C:7]([C:9]([O:11][CH2:12][CH3:13])=[O:10])[CH:8]=1)#[N:2].[O:30]1[CH2:35][CH2:34][CH:33]([CH2:36][S:37]([NH2:40])(=[O:39])=[O:38])[CH2:32][CH2:31]1, predict the reaction product. The product is: [C:1]([C:3]1[C:4]([N:21]2[CH2:26][CH2:25][CH:24]([C:27](=[O:28])[NH:40][S:37]([CH2:36][CH:33]3[CH2:34][CH2:35][O:30][CH2:31][CH2:32]3)(=[O:39])=[O:38])[CH2:23][CH2:22]2)=[N:5][C:6]([CH2:14][N:15]2[CH2:19][CH2:18][CH2:17][C:16]2=[O:20])=[C:7]([CH:8]=1)[C:9]([O:11][CH2:12][CH3:13])=[O:10])#[N:2]. (4) Given the reactants [CH3:1][O:2][C:3]([C:5]1[C:14]2[O:13][CH2:12][CH:11]([C:15]3[CH:16]=[N:17][CH:18]=[C:19]([O:21][CH:22]4[CH2:27][CH2:26][NH:25][CH2:24][CH2:23]4)[CH:20]=3)[O:10][C:9]=2[CH:8]=[CH:7][CH:6]=1)=[O:4].[C:28](Cl)(=[O:32])[CH:29]([CH3:31])[CH3:30].C(N(CC)CC)C.C([O-])(O)=O.[Na+], predict the reaction product. The product is: [CH3:1][O:2][C:3]([C:5]1[C:14]2[O:13][CH2:12][CH:11]([C:15]3[CH:16]=[N:17][CH:18]=[C:19]([O:21][CH:22]4[CH2:27][CH2:26][N:25]([C:28](=[O:32])[CH:29]([CH3:31])[CH3:30])[CH2:24][CH2:23]4)[CH:20]=3)[O:10][C:9]=2[CH:8]=[CH:7][CH:6]=1)=[O:4]. (5) Given the reactants [Br:1][C:2]1[C:11]([O:12][CH2:13][C:14]#[N:15])=[CH:10][CH:9]=[C:8]2[C:3]=1[CH:4]=[CH:5][C:6]([CH2:16][N:17]([CH3:30])[C:18]([C:20]1[C:28]3[C:23](=[CH:24][CH:25]=[CH:26][CH:27]=3)[N:22]([CH3:29])[CH:21]=1)=[O:19])=[CH:7]2.[N-:31]=[N+:32]=[N-:33].[Na+].[Cl-].[NH4+], predict the reaction product. The product is: [Br:1][C:2]1[C:11]([O:12][CH2:13][C:14]2[NH:33][N:32]=[N:31][N:15]=2)=[CH:10][CH:9]=[C:8]2[C:3]=1[CH:4]=[CH:5][C:6]([CH2:16][N:17]([CH3:30])[C:18]([C:20]1[C:28]3[C:23](=[CH:24][CH:25]=[CH:26][CH:27]=3)[N:22]([CH3:29])[CH:21]=1)=[O:19])=[CH:7]2. (6) Given the reactants [C:1](OC(=O)C)(=[O:3])C.C(O)=O.[NH2:11][C:12]1[CH:13]=[C:14]([F:22])[CH:15]=[C:16]2[C:20]=1[NH:19][C:18](=[O:21])[CH2:17]2, predict the reaction product. The product is: [F:22][C:14]1[CH:15]=[C:16]2[C:20](=[C:12]([NH:11][CH:1]=[O:3])[CH:13]=1)[NH:19][C:18](=[O:21])[CH2:17]2. (7) Given the reactants [OH:1][C@@H:2]1[CH2:7][CH2:6][C@H:5]([NH:8][C:9](=[O:18])[O:10][CH2:11][C:12]2[CH:17]=[CH:16][CH:15]=[CH:14][CH:13]=2)[C@H:4](/[CH:19]=[CH:20]\[CH3:21])[CH2:3]1.N1C=CN=C1.[C:27]([Si:31](Cl)([CH3:33])[CH3:32])([CH3:30])([CH3:29])[CH3:28], predict the reaction product. The product is: [Si:31]([O:1][C@@H:2]1[CH2:7][CH2:6][C@H:5]([NH:8][C:9](=[O:18])[O:10][CH2:11][C:12]2[CH:13]=[CH:14][CH:15]=[CH:16][CH:17]=2)[C@H:4](/[CH:19]=[CH:20]\[CH3:21])[CH2:3]1)([C:27]([CH3:30])([CH3:29])[CH3:28])([CH3:33])[CH3:32]. (8) Given the reactants FC(F)(F)S(O[C:7]1[CH2:12][N:11]([C:13]([O:15][C:16]([CH3:19])([CH3:18])[CH3:17])=[O:14])[CH2:10][CH2:9][C:8]=1[C:20](OCC)=O)(=O)=O.[Cl:27][C:28]1[CH:33]=[CH:32]C(B(O)O)=[CH:30][CH:29]=1.[C:37](=[O:40])([O-])[O-:38].[Na+].[Na+].[C:43]1(C)C=CC=C[CH:44]=1.C(O)C, predict the reaction product. The product is: [Cl:27][C:28]1[CH:29]=[CH:30][C:20]([C:8]2[CH2:9][CH2:10][N:11]([C:13]([O:15][C:16]([CH3:17])([CH3:18])[CH3:19])=[O:14])[CH2:12][C:7]=2[C:37]([O:38][CH2:43][CH3:44])=[O:40])=[CH:32][CH:33]=1. (9) The product is: [C:23]([O:22][C:20]([N:19]1[CH2:27][CH:28]=[CH:29][CH2:1][N:4]([S:5]([C:8]2[CH:13]=[CH:12][CH:11]=[CH:10][C:9]=2[N+:14]([O-:16])=[O:15])(=[O:6])=[O:7])[C@H:17]([CH3:30])[CH2:18]1)=[O:21])([CH3:26])([CH3:24])[CH3:25]. Given the reactants [CH2:1]([N:4]([C@H:17]([CH3:30])[CH2:18][N:19]([CH2:27][CH:28]=[CH2:29])[C:20]([O:22][C:23]([CH3:26])([CH3:25])[CH3:24])=[O:21])[S:5]([C:8]1[CH:13]=[CH:12][CH:11]=[CH:10][C:9]=1[N+:14]([O-:16])=[O:15])(=[O:7])=[O:6])C=C, predict the reaction product. (10) Given the reactants Br[C:2]1[CH:7]=[CH:6][C:5]([F:8])=[CH:4][N:3]=1.CCOCC.C[C:15]([N:17](C)C)=O, predict the reaction product. The product is: [F:8][C:5]1[CH:6]=[CH:7][C:2]([C:15]#[N:17])=[N:3][CH:4]=1.